From a dataset of Catalyst prediction with 721,799 reactions and 888 catalyst types from USPTO. Predict which catalyst facilitates the given reaction. (1) Reactant: [BH4-].[Na+].[CH:3]([O:6][C@H:7]1[C:36]2[C:31](=[CH:32][CH:33]=[CH:34][CH:35]=2)[O:30][C:9]2([CH2:14][CH2:13][N:12]([C:15]([C:17]3[CH:22]=[CH:21][C:20]([C:23]([CH3:27])([CH3:26])[CH:24]=[O:25])=[C:19]([O:28][CH3:29])[CH:18]=3)=[O:16])[CH2:11][CH2:10]2)[CH2:8]1)([CH3:5])[CH3:4]. Product: [OH:25][CH2:24][C:23]([C:20]1[CH:21]=[CH:22][C:17]([C:15]([N:12]2[CH2:11][CH2:10][C:9]3([CH2:8][C@@H:7]([O:6][CH:3]([CH3:4])[CH3:5])[C:36]4[C:31](=[CH:32][CH:33]=[CH:34][CH:35]=4)[O:30]3)[CH2:14][CH2:13]2)=[O:16])=[CH:18][C:19]=1[O:28][CH3:29])([CH3:27])[CH3:26]. The catalyst class is: 5. (2) Reactant: CCN(C(C)C)C(C)C.[C:10]1([CH2:16][CH2:17][C:18]([N:20]2[CH2:25][CH2:24][CH:23]([C:26]([OH:28])=O)[CH2:22][CH2:21]2)=[O:19])[CH:15]=[CH:14][CH:13]=[CH:12][CH:11]=1.C1C=CC2N(O)N=NC=2C=1.CCN=C=NCCCN(C)C.FC(F)(F)C(O)=O.[NH2:57][CH2:58][C:59]([N:61]1[CH2:66][CH2:65][N:64]([C:67](=[O:78])[C:68]2[CH:73]=[CH:72][CH:71]=[CH:70][C:69]=2[C:74]([F:77])([F:76])[F:75])[CH2:63][CH2:62]1)=[O:60]. Product: [O:60]=[C:59]([N:61]1[CH2:62][CH2:63][N:64]([C:67](=[O:78])[C:68]2[CH:73]=[CH:72][CH:71]=[CH:70][C:69]=2[C:74]([F:77])([F:76])[F:75])[CH2:65][CH2:66]1)[CH2:58][NH:57][C:26]([CH:23]1[CH2:22][CH2:21][N:20]([C:18](=[O:19])[CH2:17][CH2:16][C:10]2[CH:11]=[CH:12][CH:13]=[CH:14][CH:15]=2)[CH2:25][CH2:24]1)=[O:28]. The catalyst class is: 18. (3) Reactant: Cl.[NH2:2][OH:3].Cl[C:5](Cl)(Cl)[CH:6]([OH:8])O.S([O-])([O-])(=O)=O.[Na+].[Na+].[CH3:18][O:19][C:20]1[CH:25]=[CH:24][C:23]([NH2:26])=[CH:22][CH:21]=1.Cl. Product: [N:2](=[CH:5][C:6]([NH:26][C:23]1[CH:24]=[CH:25][C:20]([O:19][CH3:18])=[CH:21][CH:22]=1)=[O:8])[OH:3]. The catalyst class is: 6. (4) Reactant: [CH3:1][O:2][C:3]1[CH:4]=[C:5]2[C:10](=[CH:11][C:12]=1[O:13][CH3:14])[N:9]=[CH:8][CH:7]=[C:6]2[O:15][C:16]1[CH:22]=[CH:21][C:19]([NH2:20])=[C:18]([N+:23]([O-:25])=[O:24])[CH:17]=1.ClC(Cl)(O[C:30](=[O:36])OC(Cl)(Cl)Cl)Cl.[F:38][C:39]1[CH:45]=[C:44]([F:46])[CH:43]=[CH:42][C:40]=1[NH2:41].C(=O)([O-])O.[Na+]. Product: [F:38][C:39]1[CH:45]=[C:44]([F:46])[CH:43]=[CH:42][C:40]=1[NH:41][C:30]([NH:20][C:19]1[CH:21]=[CH:22][C:16]([O:15][C:6]2[C:5]3[C:10](=[CH:11][C:12]([O:13][CH3:14])=[C:3]([O:2][CH3:1])[CH:4]=3)[N:9]=[CH:8][CH:7]=2)=[CH:17][C:18]=1[N+:23]([O-:25])=[O:24])=[O:36]. The catalyst class is: 542. (5) Reactant: [Cl:1][C:2]1[N:11]=[CH:10][CH:9]=[C:8]2[C:3]=1[CH:4]=[C:5]([C:20]1[CH:25]=[CH:24][CH:23]=[CH:22][CH:21]=1)[C:6]([C:12]1[CH:19]=[CH:18][C:15]([CH:16]=O)=[CH:14][CH:13]=1)=[N:7]2.Cl.Cl.[NH:28]1[CH2:33][CH2:32][CH:31]([C:34]2[N:38]=[C:37]([C:39]3[CH:44]=[CH:43][CH:42]=[CH:41][N:40]=3)[NH:36][N:35]=2)[CH2:30][CH2:29]1.C(N(CC)CC)C.C(O)(=O)C.C(O[BH-](OC(=O)C)OC(=O)C)(=O)C.[Na+]. Product: [Cl:1][C:2]1[N:11]=[CH:10][CH:9]=[C:8]2[C:3]=1[CH:4]=[C:5]([C:20]1[CH:25]=[CH:24][CH:23]=[CH:22][CH:21]=1)[C:6]([C:12]1[CH:19]=[CH:18][C:15]([CH2:16][N:28]3[CH2:33][CH2:32][CH:31]([C:34]4[NH:38][C:37]([C:39]5[CH:44]=[CH:43][CH:42]=[CH:41][N:40]=5)=[N:36][N:35]=4)[CH2:30][CH2:29]3)=[CH:14][CH:13]=1)=[N:7]2. The catalyst class is: 514. (6) Reactant: N[C:2]1[CH:3]=[C:4]([CH2:12][OH:13])[CH:5]=[C:6]([C:8]([F:11])([F:10])[F:9])[CH:7]=1.N(OC(C)(C)C)=O.[ClH:21]. The catalyst class is: 879. Product: [Cl:21][C:2]1[CH:3]=[C:4]([CH2:12][OH:13])[CH:5]=[C:6]([C:8]([F:11])([F:10])[F:9])[CH:7]=1.